Dataset: Reaction yield outcomes from USPTO patents with 853,638 reactions. Task: Predict the reaction yield, written as a fraction of the theoretical maximum amount of product (1.0 means a 100% yield; for example, 0.34 means a 34% yield). (1) The reactants are [CH3:1][C:2]1[CH:6]=[C:5]([CH3:7])[NH:4][C:3]=1/[CH:8]=[C:9]1\[C:10](=[O:25])[N:11]([C:18](N2C=CN=C2)=[O:19])[C:12]2[C:17]\1=[CH:16][CH:15]=[CH:14][CH:13]=2.[CH3:26][O:27][CH2:28][CH2:29][OH:30]. No catalyst specified. The product is [CH3:26][O:27][CH2:28][CH2:29][O:30][C:18]([N:11]1[C:12]2[C:17](=[CH:16][CH:15]=[CH:14][CH:13]=2)/[C:9](=[CH:8]/[C:3]2[NH:4][C:5]([CH3:7])=[CH:6][C:2]=2[CH3:1])/[C:10]1=[O:25])=[O:19]. The yield is 0.310. (2) The reactants are [Br:1]N1C(=O)CCC1=O.[Cl:9][C:10]1[CH:11]=[C:12]([CH2:17][C:18]([O:20][CH3:21])=[O:19])[CH:13]=[CH:14][C:15]=1[Cl:16]. The catalyst is C(OOC(=O)C1C=CC=CC=1)(=O)C1C=CC=CC=1.ClCCCl. The product is [Cl:9][C:10]1[CH:11]=[C:12]([CH:17]([Br:1])[C:18]([O:20][CH3:21])=[O:19])[CH:13]=[CH:14][C:15]=1[Cl:16]. The yield is 1.03. (3) The reactants are [C:1]([O:5][C:6]([N:8]1[CH2:13][CH2:12][CH:11]([SH:14])[CH2:10][CH2:9]1)=[O:7])([CH3:4])([CH3:3])[CH3:2].[F:15][C:16]1[CH:23]=[CH:22][CH:21]=[CH:20][C:17]=1[CH2:18]Br.O.C(OCC)(=O)C. The catalyst is C(O)C. The product is [C:1]([O:5][C:6]([N:8]1[CH2:13][CH2:12][CH:11]([S:14][CH2:18][C:17]2[CH:20]=[CH:21][CH:22]=[CH:23][C:16]=2[F:15])[CH2:10][CH2:9]1)=[O:7])([CH3:4])([CH3:2])[CH3:3]. The yield is 0.680. (4) The reactants are [F:1][C:2]1[C:7]([C:8]2[N:13]=[CH:12][N:11]=[C:10]([NH2:14])[CH:9]=2)=[CH:6][CH:5]=[CH:4][N:3]=1.[H-].[Na+].[C:17](N1C=CC=CC1=O)(N1C=CC=CC1=O)=[S:18]. The catalyst is CN(C=O)C. The product is [F:1][C:2]1[C:7]([C:8]2[CH:9]=[C:10]([N:14]=[C:17]=[S:18])[N:11]=[CH:12][N:13]=2)=[CH:6][CH:5]=[CH:4][N:3]=1. The yield is 0.360. (5) The reactants are [CH3:1][O:2][CH:3]1[CH2:6][N:5]([C:7]2[N:12]=[CH:11][C:10]([C:13]([O:15]C)=[O:14])=[CH:9][N:8]=2)[CH2:4]1.[Li+].[OH-].Cl. The catalyst is C1COCC1.O. The product is [CH3:1][O:2][CH:3]1[CH2:4][N:5]([C:7]2[N:8]=[CH:9][C:10]([C:13]([OH:15])=[O:14])=[CH:11][N:12]=2)[CH2:6]1. The yield is 0.610. (6) The reactants are [C:1]([O:5][C:6]([NH:8][C:9]1[CH:10]=[C:11]([C:15]([O:17]C)=[O:16])[N:12]([CH3:14])[CH:13]=1)=[O:7])([CH3:4])([CH3:3])[CH3:2].[OH-].[Na+]. The catalyst is C1COCC1.O.O. The product is [C:1]([O:5][C:6]([NH:8][C:9]1[CH:10]=[C:11]([C:15]([OH:17])=[O:16])[N:12]([CH3:14])[CH:13]=1)=[O:7])([CH3:4])([CH3:2])[CH3:3]. The yield is 0.810.